Dataset: Full USPTO retrosynthesis dataset with 1.9M reactions from patents (1976-2016). Task: Predict the reactants needed to synthesize the given product. (1) Given the product [Cl:1][C:2]1[C:10]([C:11]([OH:13])=[O:12])=[C:9]([CH3:16])[CH:8]=[C:7]2[C:3]=1[CH:4]=[CH:5][NH:6]2, predict the reactants needed to synthesize it. The reactants are: [Cl:1][C:2]1[C:10]([C:11]([OH:13])=[O:12])=[CH:9][C:8](C)=[C:7]2[C:3]=1[CH:4]=[CH:5][NH:6]2.Cl[C:16]1C(C(OC)=O)=C(Cl)C=C2C=1C=CN2. (2) Given the product [Br:29][C:30]1[C:35]([NH:36][C:37]2[CH:38]=[N:39][CH:40]=[C:41]([F:43])[CH:42]=2)=[C:34]([NH:44][C:4](=[O:6])[C@@H:2]([NH:1][C:7](=[O:8])[O:9][C:10]([CH3:13])([CH3:12])[CH3:11])[CH3:3])[CH:33]=[CH:32][CH:31]=1, predict the reactants needed to synthesize it. The reactants are: [NH:1]([C:7]([O:9][C:10]([CH3:13])([CH3:12])[CH3:11])=[O:8])[C@H:2]([C:4]([OH:6])=O)[CH3:3].CN1CCOCC1.ClC(OCC(C)C)=O.[Br:29][C:30]1[CH:31]=[CH:32][CH:33]=[C:34]([NH2:44])[C:35]=1[NH:36][C:37]1[CH:38]=[N:39][CH:40]=[C:41]([F:43])[CH:42]=1.[NH4+].[Cl-]. (3) Given the product [NH2:33][C:32]1[N:34]=[CH:4][C:5]2[CH2:14][C@H:13]3[N:12]([CH2:15][CH2:16][CH3:17])[CH2:11][C@@H:10]([NH:18][C:19](=[O:25])[N:20]([CH2:23][CH3:24])[CH2:21][CH3:22])[CH2:9][C@@H:8]3[CH2:7][C:6]=2[N:31]=1, predict the reactants needed to synthesize it. The reactants are: CN([CH:4]=[C:5]1[CH2:14][C@@H:13]2[C@H:8]([CH2:9][C@H:10]([NH:18][C:19](=[O:25])[N:20]([CH2:23][CH3:24])[CH2:21][CH3:22])[CH2:11][N:12]2[CH2:15][CH2:16][CH3:17])[CH2:7][C:6]1=O)C.C(=O)(O)O.[NH2:31][C:32]([NH2:34])=[NH:33].C(=O)(O)[O-].[Na+]. (4) Given the product [CH3:33][S:34]([NH:1][CH2:2][CH2:3][C:4]1[CH:5]=[CH:6][C:7]([C:10]2[CH:15]=[CH:14][C:13]([CH:16]([CH3:25])[CH2:17][NH:18][S:19]([CH:22]([CH3:24])[CH3:23])(=[O:21])=[O:20])=[CH:12][CH:11]=2)=[CH:8][CH:9]=1)(=[O:36])=[O:35], predict the reactants needed to synthesize it. The reactants are: [NH2:1][CH2:2][CH2:3][C:4]1[CH:9]=[CH:8][C:7]([C:10]2[CH:15]=[CH:14][C:13]([CH:16]([CH3:25])[CH2:17][NH:18][S:19]([CH:22]([CH3:24])[CH3:23])(=[O:21])=[O:20])=[CH:12][CH:11]=2)=[CH:6][CH:5]=1.C(N(CC)CC)C.[CH3:33][S:34](Cl)(=[O:36])=[O:35].C(OCC)(=O)C.CCCCCC. (5) Given the product [F:1][C:2]1[CH:24]=[CH:23][C:5]([CH2:6][NH:7][C:8]([C:10]2[S:14][C:13]([C:15]3[CH:20]=[N:19][CH:18]=[C:17](/[CH:39]=[CH:38]/[C:35]4[CH:36]=[CH:37][C:32]([F:31])=[CH:33][CH:34]=4)[N:16]=3)=[N:12][C:11]=2[CH3:22])=[O:9])=[CH:4][CH:3]=1, predict the reactants needed to synthesize it. The reactants are: [F:1][C:2]1[CH:24]=[CH:23][C:5]([CH2:6][NH:7][C:8]([C:10]2[S:14][C:13]([C:15]3[CH:20]=[N:19][CH:18]=[C:17](I)[N:16]=3)=[N:12][C:11]=2[CH3:22])=[O:9])=[CH:4][CH:3]=1.C([O-])([O-])=O.[Na+].[Na+].[F:31][C:32]1[CH:37]=[CH:36][C:35](/[CH:38]=[CH:39]/B(O)O)=[CH:34][CH:33]=1.O. (6) Given the product [Br:1][C:2]1[C:7]2[N:8]=[C:9]([C:11]3[CH:12]=[CH:13][C:14]([OH:17])=[CH:15][CH:16]=3)[S:10][C:6]=2[CH:5]=[C:4]([OH:19])[CH:3]=1, predict the reactants needed to synthesize it. The reactants are: [Br:1][C:2]1[C:7]2[N:8]=[C:9]([C:11]3[CH:16]=[CH:15][C:14]([O:17]C)=[CH:13][CH:12]=3)[S:10][C:6]=2[CH:5]=[C:4]([O:19]C)[CH:3]=1.Cl. (7) Given the product [Br:1][C:2]1[C:9]([CH3:10])=[C:8]([F:11])[CH:7]=[C:6]([Br:12])[C:3]=1[CH2:4][NH2:5], predict the reactants needed to synthesize it. The reactants are: [Br:1][C:2]1[C:9]([CH3:10])=[C:8]([F:11])[CH:7]=[C:6]([Br:12])[C:3]=1[C:4]#[N:5].